From a dataset of Catalyst prediction with 721,799 reactions and 888 catalyst types from USPTO. Predict which catalyst facilitates the given reaction. (1) Reactant: [CH2:1]([C:3]1[N:13]([CH2:14][C:15]2[CH:16]=[C:17]([CH:28]=[CH:29][CH:30]=2)[C:18]([C:20]2[CH:27]=[CH:26][C:23]([CH2:24]O)=[CH:22][CH:21]=2)=[O:19])[C:6]2=[N:7][C:8]([CH3:12])=[CH:9][C:10]([CH3:11])=[C:5]2[N:4]=1)[CH3:2].C(N(CC)CC)C.CS(Cl)(=O)=O.C(=O)([O-])O.[Na+].[CH3:48][N:49]1[CH2:54][CH2:53][NH:52][CH2:51][CH2:50]1. Product: [CH2:1]([C:3]1[N:13]([CH2:14][C:15]2[CH:16]=[C:17]([CH:28]=[CH:29][CH:30]=2)[C:18]([C:20]2[CH:27]=[CH:26][C:23]([CH2:24][N:52]3[CH2:53][CH2:54][N:49]([CH3:48])[CH2:50][CH2:51]3)=[CH:22][CH:21]=2)=[O:19])[C:6]2=[N:7][C:8]([CH3:12])=[CH:9][C:10]([CH3:11])=[C:5]2[N:4]=1)[CH3:2]. The catalyst class is: 526. (2) Reactant: [C:1]([CH2:3][C:4]([NH:27][C:28](=[O:40])[C:29]1[CH:34]=[CH:33][C:32]([F:35])=[C:31]([C:36]([F:39])([F:38])[F:37])[CH:30]=1)([C:16]1[CH:21]=[CH:20][CH:19]=[C:18]([O:22][C:23]([F:26])([F:25])[F:24])[CH:17]=1)[C:5]1[CH:10]=[CH:9][CH:8]=[C:7]([O:11][C:12]([F:15])([F:14])[F:13])[CH:6]=1)#[N:2].[Si]([N:45]=[N+:46]=[N-:47])(C)(C)C.CCCC[N+](CCCC)(CCCC)CCCC.[F-]. Product: [C:1]([CH2:3][C:4]([NH:27][C:28](=[O:40])[C:29]1[CH:34]=[CH:33][C:32]([F:35])=[C:31]([C:36]([F:37])([F:39])[F:38])[CH:30]=1)([C:5]1[CH:10]=[CH:9][CH:8]=[C:7]([O:11][C:12]([F:13])([F:14])[F:15])[CH:6]=1)[C:16]1[CH:21]=[CH:20][CH:19]=[C:18]([O:22][C:23]([F:26])([F:24])[F:25])[CH:17]=1)#[N:2].[N:2]1[NH:45][N:46]=[N:47][C:1]=1[CH2:3][C:4]([NH:27][C:28](=[O:40])[C:29]1[CH:34]=[CH:33][C:32]([F:35])=[C:31]([C:36]([F:38])([F:37])[F:39])[CH:30]=1)([C:5]1[CH:10]=[CH:9][CH:8]=[C:7]([O:11][C:12]([F:15])([F:13])[F:14])[CH:6]=1)[C:16]1[CH:21]=[CH:20][CH:19]=[C:18]([O:22][C:23]([F:24])([F:25])[F:26])[CH:17]=1. The catalyst class is: 2. (3) Reactant: CS[C:3]1[O:4][C:5]2[CH:11]=[CH:10][C:9]([N+:12]([O-:14])=[O:13])=[CH:8][C:6]=2[N:7]=1.[CH3:15][N:16]([CH3:22])[C@@H:17]1[CH2:21][CH2:20][NH:19][CH2:18]1. Product: [CH3:15][N:16]([CH3:22])[CH:17]1[CH2:21][CH2:20][N:19]([C:3]2[O:4][C:5]3[CH:11]=[CH:10][C:9]([N+:12]([O-:14])=[O:13])=[CH:8][C:6]=3[N:7]=2)[CH2:18]1. The catalyst class is: 11.